This data is from Full USPTO retrosynthesis dataset with 1.9M reactions from patents (1976-2016). The task is: Predict the reactants needed to synthesize the given product. Given the product [CH:1]1([NH:7][C:8](=[O:39])[N:9]([CH2:18][CH2:19][O:20][C@@H:21]2[CH2:26][CH2:25][CH2:24][C@H:23]([CH2:27][CH2:28][CH:29]([CH2:37][CH3:38])[C:30]([OH:32])=[O:31])[CH2:22]2)[CH2:10][C:11]2[CH:16]=[CH:15][C:14]([CH3:17])=[CH:13][CH:12]=2)[CH2:2][CH2:3][CH2:4][CH2:5][CH2:6]1, predict the reactants needed to synthesize it. The reactants are: [CH:1]1([NH:7][C:8](=[O:39])[N:9]([CH2:18][CH2:19][O:20][C@@H:21]2[CH2:26][CH2:25][CH2:24][C@H:23]([CH2:27][CH2:28][CH:29]([CH2:37][CH3:38])[C:30]([O:32]C(C)(C)C)=[O:31])[CH2:22]2)[CH2:10][C:11]2[CH:16]=[CH:15][C:14]([CH3:17])=[CH:13][CH:12]=2)[CH2:6][CH2:5][CH2:4][CH2:3][CH2:2]1.FC(F)(F)C(O)=O.C1(C)C=CC=CC=1.